Dataset: Catalyst prediction with 721,799 reactions and 888 catalyst types from USPTO. Task: Predict which catalyst facilitates the given reaction. (1) Reactant: [N:1]1([CH2:7][C:8]#[C:9][C:10]2[CH:15]=[CH:14][C:13]([S:16]([NH:19][CH2:20][C:21]3[CH:35]=[CH:34][C:24]([C:25]([NH:27][C:28]4[CH:29]=[N:30][CH:31]=[CH:32][CH:33]=4)=[O:26])=[CH:23][CH:22]=3)(=[O:18])=[O:17])=[CH:12][CH:11]=2)[CH2:6][CH2:5][O:4][CH2:3][CH2:2]1. Product: [N:1]1([CH2:7][CH2:8][CH2:9][C:10]2[CH:11]=[CH:12][C:13]([S:16]([NH:19][CH2:20][C:21]3[CH:35]=[CH:34][C:24]([C:25]([NH:27][C:28]4[CH:29]=[N:30][CH:31]=[CH:32][CH:33]=4)=[O:26])=[CH:23][CH:22]=3)(=[O:17])=[O:18])=[CH:14][CH:15]=2)[CH2:6][CH2:5][O:4][CH2:3][CH2:2]1. The catalyst class is: 19. (2) Reactant: [C:1]([C:3]1[CH:4]=[C:5]([C:9]2[CH:10]=[C:11]([CH:16]=[C:17]([CH2:19][NH:20][CH2:21][CH:22]3[CH2:27][CH2:26][NH:25][CH2:24][CH2:23]3)[CH:18]=2)[C:12]([O:14][CH3:15])=[O:13])[CH:6]=[CH:7][CH:8]=1)#[N:2].Cl.[NH2:29][OH:30].C(N(CC)CC)C. Product: [NH2:2][C:1](=[N:29][OH:30])[C:3]1[CH:4]=[C:5]([C:9]2[CH:10]=[C:11]([CH:16]=[C:17]([CH2:19][NH:20][CH2:21][CH:22]3[CH2:27][CH2:26][NH:25][CH2:24][CH2:23]3)[CH:18]=2)[C:12]([O:14][CH3:15])=[O:13])[CH:6]=[CH:7][CH:8]=1. The catalyst class is: 5.